This data is from Reaction yield outcomes from USPTO patents with 853,638 reactions. The task is: Predict the reaction yield, written as a fraction of the theoretical maximum amount of product (1.0 means a 100% yield; for example, 0.34 means a 34% yield). (1) The reactants are [F:1][C:2]1[N:7]=[C:6]([N:8]2[CH2:13][CH2:12][N:11]([C:14]([O:16][C:17]([CH3:20])([CH3:19])[CH3:18])=[O:15])[CH2:10][CH2:9]2)[CH:5]=[CH:4][C:3]=1[C:21]([O:23]C)=[O:22].[OH-].[Na+]. The catalyst is C(O)(C)(C)C. The product is [C:17]([O:16][C:14]([N:11]1[CH2:10][CH2:9][N:8]([C:6]2[CH:5]=[CH:4][C:3]([C:21]([OH:23])=[O:22])=[C:2]([F:1])[N:7]=2)[CH2:13][CH2:12]1)=[O:15])([CH3:20])([CH3:18])[CH3:19]. The yield is 0.870. (2) The reactants are [NH2:1][C:2]1[C:7]([S:8](Cl)(=[O:10])=[O:9])=[CH:6][C:5]([CH3:12])=[CH:4][N:3]=1.[OH-].[NH4+:14]. No catalyst specified. The product is [NH2:1][C:2]1[C:7]([S:8]([NH2:14])(=[O:10])=[O:9])=[CH:6][C:5]([CH3:12])=[CH:4][N:3]=1. The yield is 1.00. (3) The reactants are [CH3:1][C:2]1[CH:8]=[CH:7][C:5]([NH2:6])=[C:4]([N+:9]([O-:11])=[O:10])[CH:3]=1.C([O-])([O-])=O.[K+].[K+].Cl[C:19]([O:21][CH2:22][CH3:23])=[O:20]. The catalyst is O1CCCC1. The product is [CH2:22]([O:21][C:19](=[O:20])[NH:6][C:5]1[CH:7]=[CH:8][C:2]([CH3:1])=[CH:3][C:4]=1[N+:9]([O-:11])=[O:10])[CH3:23]. The yield is 0.700. (4) The catalyst is CN(C=O)C.O. The reactants are [C:1]([C:3]1[CH:4]=[C:5]([CH:10]=[CH:11][C:12]=1[OH:13])[C:6]([O:8][CH3:9])=[O:7])#[N:2].[C:14]([O-])([O-])=O.[K+].[K+].BrCC(O[CH2:25][CH3:26])=O. The product is [C:1]([C:3]1[CH:4]=[C:5]([CH:10]=[CH:11][C:12]=1[O:13][CH:25]([CH3:26])[CH3:14])[C:6]([O:8][CH3:9])=[O:7])#[N:2]. The yield is 0.910. (5) The reactants are C([O:5]OC(C)(C)C)(C)(C)C.[Se](=O)=O.[C:14]([C@H:18]1[CH2:23][CH2:22][C@H:21]([O:24][C:25]2[CH:26]=[C:27]3[C:32](=[CH:33][CH:34]=2)[N:31]=[C:30]([CH3:35])[CH:29]=[CH:28]3)[CH2:20][CH2:19]1)([CH3:17])([CH3:16])[CH3:15]. The catalyst is O1CCOCC1.C(Cl)(Cl)Cl. The product is [C:14]([C@H:18]1[CH2:23][CH2:22][C@H:21]([O:24][C:25]2[CH:26]=[C:27]3[C:32](=[CH:33][CH:34]=2)[N:31]=[C:30]([CH:35]=[O:5])[CH:29]=[CH:28]3)[CH2:20][CH2:19]1)([CH3:17])([CH3:16])[CH3:15]. The yield is 0.200. (6) The reactants are [O-]P1(OP([O-])(=O)OP([O-])(=O)OP([O-])(=O)O1)=O.[Na+].[Na+].[Na+].[Na+].[Cl:21][C:22]1[C:27]2[CH2:28][CH:29]([C:30]([OH:32])=O)[C:26]=2[CH:25]=[CH:24][CH:23]=1.Cl.[CH2:34]([NH:41][CH2:42][CH2:43][C:44](=[O:46])[CH3:45])[C:35]1[CH:40]=[CH:39][CH:38]=[CH:37][CH:36]=1.C(N(CC)CC)C. The catalyst is C(Cl)Cl.O. The product is [CH2:34]([N:41]([CH2:42][CH2:43][C:44](=[O:46])[CH3:45])[C:30]([CH:29]1[C:26]2[CH:25]=[CH:24][CH:23]=[C:22]([Cl:21])[C:27]=2[CH2:28]1)=[O:32])[C:35]1[CH:40]=[CH:39][CH:38]=[CH:37][CH:36]=1. The yield is 0.770. (7) The reactants are [CH3:1][S:2]([CH2:5][N:6]1[C:14]2[CH:13]=[C:12]([C:15]([O:17]C(C)(C)C)=[O:16])[N:11]=[CH:10][C:9]=2[CH:8]=[CH:7]1)(=[O:4])=[O:3]. The catalyst is C(Cl)Cl.C(O)(C(F)(F)F)=O. The product is [CH3:1][S:2]([CH2:5][N:6]1[C:14]2[CH:13]=[C:12]([C:15]([OH:17])=[O:16])[N:11]=[CH:10][C:9]=2[CH:8]=[CH:7]1)(=[O:3])=[O:4]. The yield is 0.970.